This data is from Full USPTO retrosynthesis dataset with 1.9M reactions from patents (1976-2016). The task is: Predict the reactants needed to synthesize the given product. (1) Given the product [F:6][C:7]1[CH:12]=[CH:11][CH:10]=[CH:9][C:8]=1[C:13]1[CH:14]=[N:18][NH:21][CH:24]=1, predict the reactants needed to synthesize it. The reactants are: O=P(Cl)(Cl)Cl.[F:6][C:7]1[CH:12]=[CH:11][CH:10]=[CH:9][C:8]=1[CH2:13][C:14](O)=O.O.[NH2:18]N.C[N:21]([CH3:24])C=O. (2) Given the product [C:21]([C:23]1[N:28]([CH3:29])[C:27](=[O:30])[C:26]([C:3]2[CH:4]=[C:5]([CH:10]=[CH:11][C:2]=2[CH3:1])[C:6]([NH:8][CH3:9])=[O:7])=[CH:25][C:24]=1[F:39])#[N:22], predict the reactants needed to synthesize it. The reactants are: [CH3:1][C:2]1[CH:11]=[CH:10][C:5]([C:6]([NH:8][CH3:9])=[O:7])=[CH:4][C:3]=1B1OC(C)(C)C(C)(C)O1.[C:21]([C:23]1[N:28]([CH3:29])[C:27](=[O:30])[C:26](OS(C(F)(F)F)(=O)=O)=[CH:25][C:24]=1[F:39])#[N:22].P([O-])([O-])([O-])=O.[K+].[K+].[K+].O1CCCC1. (3) Given the product [CH3:1][O:3][C:4](=[O:39])[C:5]1[CH:10]=[CH:9][C:8]([NH:11][C:12](=[O:38])[CH:13]([N:20]2[C:24]3[CH:25]=[C:26]([F:30])[C:27]([F:29])=[CH:28][C:23]=3[N:22]=[C:21]2[C:31]2[CH:36]=[CH:35][C:34]([Cl:37])=[CH:33][CH:32]=2)[CH:14]2[CH2:15][CH2:16][CH2:17][CH2:18][CH2:19]2)=[C:7]([O:54][CH3:53])[CH:6]=1, predict the reactants needed to synthesize it. The reactants are: [CH2:1]([O:3][C:4](=[O:39])[C:5]1[CH:10]=[CH:9][C:8]([NH:11][C:12](=[O:38])[CH:13]([N:20]2[C:24]3[CH:25]=[C:26]([F:30])[C:27]([F:29])=[CH:28][C:23]=3[N:22]=[C:21]2[C:31]2[CH:36]=[CH:35][C:34]([Cl:37])=[CH:33][CH:32]=2)[CH:14]2[CH2:19][CH2:18][CH2:17][CH2:16][CH2:15]2)=[CH:7][CH:6]=1)C.ClC1C=CC(C2N(C(C3CCCCC3)[C:53](NC3C=CC(C(O)=O)=CC=3)=[O:54])C3C=C(F)C(F)=CC=3N=2)=CC=1.COC(=O)C1C=CC(N)=C(OC)C=1. (4) Given the product [OH:16][CH2:5][C:38]1([C:29]2[C:28]([OH:27])=[CH:37][C:36]3[CH2:35][CH2:34][CH2:33][CH2:32][C:31]=3[CH:30]=2)[C:46]2[C:41](=[CH:42][CH:43]=[CH:44][CH:45]=2)[N:40]([CH2:47][C:48]([O:50][CH2:51][CH3:52])=[O:49])[C:39]1=[O:53], predict the reactants needed to synthesize it. The reactants are: BrC1C=CC=C2C=1C(C1C(O)=CC3OCOC=3C=1)[C:5](=[O:16])N2CCCCC.[OH:27][C:28]1[C:29]([CH:38]2[C:46]3[C:41](=[CH:42][CH:43]=[CH:44][CH:45]=3)[N:40]([CH2:47][C:48]([O:50][CH2:51][CH3:52])=[O:49])[C:39]2=[O:53])=[CH:30][C:31]2[CH2:32][CH2:33][CH2:34][CH2:35][C:36]=2[CH:37]=1. (5) Given the product [F:27][C:24]([F:25])([F:26])[O:23][C:20]1[CH:21]=[CH:22][C:17]([O:16][C:15]2[C:10](=[O:9])[NH:11][CH:12]=[CH:13][CH:14]=2)=[CH:18][CH:19]=1, predict the reactants needed to synthesize it. The reactants are: [I-].[Na+].C[Si](Cl)(C)C.C[O:9][C:10]1[C:15]([O:16][C:17]2[CH:22]=[CH:21][C:20]([O:23][C:24]([F:27])([F:26])[F:25])=[CH:19][CH:18]=2)=[CH:14][CH:13]=[CH:12][N:11]=1.C(=O)([O-])O.[Na+]. (6) Given the product [CH2:1]([O:8][C:9](=[O:28])[NH:10][CH:11]([CH2:26][Br:29])[CH2:12][CH2:13][CH2:14][N:15]1[C:19](=[O:20])[C:18]2=[CH:21][CH:22]=[CH:23][CH:24]=[C:17]2[C:16]1=[O:25])[C:2]1[CH:7]=[CH:6][CH:5]=[CH:4][CH:3]=1, predict the reactants needed to synthesize it. The reactants are: [CH2:1]([O:8][C:9](=[O:28])[NH:10][CH:11]([CH2:26]O)[CH2:12][CH2:13][CH2:14][N:15]1[C:19](=[O:20])[C:18]2=[CH:21][CH:22]=[CH:23][CH:24]=[C:17]2[C:16]1=[O:25])[C:2]1[CH:7]=[CH:6][CH:5]=[CH:4][CH:3]=1.[Br:29]C(Br)(Br)Br. (7) Given the product [C:1]([C:3]1[CH:4]=[CH:5][C:6]([N:25]([C:26]2[CH:27]=[C:28]([Cl:33])[CH:29]=[C:30]([Cl:32])[CH:31]=2)[CH3:34])=[C:7]([S:9]([N:12]2[CH2:13][CH2:14][N:15]([C:18]([O:20][C:21]([CH3:24])([CH3:23])[CH3:22])=[O:19])[CH2:16][CH2:17]2)(=[O:10])=[O:11])[CH:8]=1)#[N:2], predict the reactants needed to synthesize it. The reactants are: [C:1]([C:3]1[CH:4]=[CH:5][C:6]([NH:25][C:26]2[CH:31]=[C:30]([Cl:32])[CH:29]=[C:28]([Cl:33])[CH:27]=2)=[C:7]([S:9]([N:12]2[CH2:17][CH2:16][N:15]([C:18]([O:20][C:21]([CH3:24])([CH3:23])[CH3:22])=[O:19])[CH2:14][CH2:13]2)(=[O:11])=[O:10])[CH:8]=1)#[N:2].[CH3:34]I.[H-].[Na+].